This data is from Retrosynthesis with 50K atom-mapped reactions and 10 reaction types from USPTO. The task is: Predict the reactants needed to synthesize the given product. (1) Given the product CS(C)(=O)=NC(=O)Nc1cc(N)ccc1Cl, predict the reactants needed to synthesize it. The reactants are: CS(C)(=O)=NC(=O)Nc1cc([N+](=O)[O-])ccc1Cl. (2) Given the product OCC1(COCc2coc(-c3ccc(F)cc3)n2)COCOC1, predict the reactants needed to synthesize it. The reactants are: Fc1ccc(-c2nc(CI)co2)cc1.OCC1(CO)COCOC1.